This data is from Forward reaction prediction with 1.9M reactions from USPTO patents (1976-2016). The task is: Predict the product of the given reaction. (1) Given the reactants [CH3:1][C@@H:2]1[CH2:6][C@@H:5]([CH:7]2[CH2:9][N@@:8]2[S:10]([C:13]2[CH:18]=[CH:17][CH:16]=[CH:15][C:14]=2[N+:19]([O-:21])=[O:20])(=[O:12])=[O:11])[O:4][C:3]1=[O:22].[Cl:23][C:24]1[CH:29]=[CH:28][CH:27]=[CH:26][C:25]=1[N:30]1[CH2:35][C:34]([CH3:37])([CH3:36])[NH:33][CH2:32][C:31]1=[O:38], predict the reaction product. The product is: [Cl:23][C:24]1[CH:29]=[CH:28][CH:27]=[CH:26][C:25]=1[N:30]1[C:31](=[O:38])[CH2:32][N:33]([CH2:9][C@H:7]([NH:8][S:10]([C:13]2[CH:18]=[CH:17][CH:16]=[CH:15][C:14]=2[N+:19]([O-:21])=[O:20])(=[O:12])=[O:11])[C@@H:5]2[CH2:6][C@@H:2]([CH3:1])[C:3](=[O:22])[O:4]2)[C:34]([CH3:37])([CH3:36])[CH2:35]1. (2) Given the reactants Cl[C:2]1[N:7]=[C:6]([C:8]2[S:12][C:11]([CH:13]([CH3:15])[CH3:14])=[N:10][C:9]=2[C:16]2[CH:17]=[CH:18][C:19]([F:34])=[C:20]([NH:22][S:23]([C:26]3[C:31]([F:32])=[CH:30][CH:29]=[CH:28][C:27]=3[F:33])(=[O:25])=[O:24])[CH:21]=2)[CH:5]=[CH:4][N:3]=1.[F:35][CH:36]([F:39])[CH2:37][NH2:38], predict the reaction product. The product is: [F:35][CH:36]([F:39])[CH2:37][NH:38][C:2]1[N:7]=[C:6]([C:8]2[S:12][C:11]([CH:13]([CH3:14])[CH3:15])=[N:10][C:9]=2[C:16]2[CH:17]=[CH:18][C:19]([F:34])=[C:20]([NH:22][S:23]([C:26]3[C:31]([F:32])=[CH:30][CH:29]=[CH:28][C:27]=3[F:33])(=[O:25])=[O:24])[CH:21]=2)[CH:5]=[CH:4][N:3]=1. (3) Given the reactants [C:1]([C:4]1[CH:5]=[CH:6][C:7]([O:13][CH:14]2[CH2:17][N:16](C(OC(C)(C)C)=O)[CH2:15]2)=[C:8]2[C:12]=1[NH:11][CH:10]=[CH:9]2)(=[O:3])[NH2:2].[ClH:25], predict the reaction product. The product is: [ClH:25].[NH:16]1[CH2:17][CH:14]([O:13][C:7]2[CH:6]=[CH:5][C:4]([C:1]([NH2:2])=[O:3])=[C:12]3[C:8]=2[CH:9]=[CH:10][NH:11]3)[CH2:15]1.